Task: Predict the reactants needed to synthesize the given product.. Dataset: Full USPTO retrosynthesis dataset with 1.9M reactions from patents (1976-2016) (1) Given the product [Cl:6][CH2:7][C:8]([N:1]1[CH2:5][CH2:4][CH2:3][CH2:2]1)=[O:9], predict the reactants needed to synthesize it. The reactants are: [NH:1]1[CH2:5][CH2:4][CH2:3][CH2:2]1.[Cl:6][CH2:7][C:8](Cl)=[O:9]. (2) Given the product [C:1]([C:5]1[CH:6]=[CH:7][C:8]([C:9]([NH:11][C@@H:12]([CH2:25][C:26]2[CH:31]=[CH:30][C:29]([C:32]3[N:33]=[CH:34][C:35]([C:38]4[CH:43]=[CH:42][C:41]([O:44][CH2:48][CH2:49][CH:50]5[CH2:55][CH2:54][CH2:53][CH2:52][CH2:51]5)=[CH:40][CH:39]=4)=[CH:36][N:37]=3)=[CH:28][CH:27]=2)[C:13]([NH:15][CH2:16][CH2:17][C:18]([O:20][C:21]([CH3:24])([CH3:23])[CH3:22])=[O:19])=[O:14])=[O:10])=[CH:45][CH:46]=1)([CH3:2])([CH3:3])[CH3:4], predict the reactants needed to synthesize it. The reactants are: [C:1]([C:5]1[CH:46]=[CH:45][C:8]([C:9]([NH:11][C@@H:12]([CH2:25][C:26]2[CH:31]=[CH:30][C:29]([C:32]3[N:37]=[CH:36][C:35]([C:38]4[CH:43]=[CH:42][C:41]([OH:44])=[CH:40][CH:39]=4)=[CH:34][N:33]=3)=[CH:28][CH:27]=2)[C:13]([NH:15][CH2:16][CH2:17][C:18]([O:20][C:21]([CH3:24])([CH3:23])[CH3:22])=[O:19])=[O:14])=[O:10])=[CH:7][CH:6]=1)([CH3:4])([CH3:3])[CH3:2].Br[CH2:48][CH2:49][CH:50]1[CH2:55][CH2:54][CH2:53][CH2:52][CH2:51]1. (3) Given the product [Cl:1][C:2]1[CH:3]=[C:4]([CH:5]=[C:18]([CH3:24])[C:19]([O:21][CH2:22][CH3:23])=[O:20])[CH:7]=[CH:8][C:9]=1[OH:10], predict the reactants needed to synthesize it. The reactants are: [Cl:1][C:2]1[CH:3]=[C:4]([CH:7]=[CH:8][C:9]=1[OH:10])[CH:5]=O.C1(P(C2C=CC=CC=2)(C2C=CC=CC=2)=[C:18]([CH3:24])[C:19]([O:21][CH2:22][CH3:23])=[O:20])C=CC=CC=1. (4) Given the product [NH2:1][C:2]1[C:7]([S:8]([N:13]([CH3:18])[CH3:14])(=[O:10])=[O:9])=[CH:6][C:5]([Br:12])=[CH:4][N:3]=1, predict the reactants needed to synthesize it. The reactants are: [NH2:1][C:2]1[C:7]([S:8](Cl)(=[O:10])=[O:9])=[CH:6][C:5]([Br:12])=[CH:4][N:3]=1.[N:13]1[CH:18]=CC=C[CH:14]=1.CNC.C1COCC1. (5) Given the product [O:22]=[C:15]([C:12]1[CH:13]=[CH:14][C:9]([NH:8][C:1](=[O:6])[CH2:2][CH2:3][CH2:4][CH3:5])=[CH:10][CH:11]=1)[CH2:16][CH2:17][C:18]([OH:20])=[O:19], predict the reactants needed to synthesize it. The reactants are: [C:1](Cl)(=[O:6])[CH2:2][CH2:3][CH2:4][CH3:5].[NH2:8][C:9]1[CH:14]=[CH:13][C:12]([C:15](=[O:22])[CH2:16][CH2:17][C:18]([O:20]C)=[O:19])=[CH:11][CH:10]=1.[OH-].[Na+].Cl. (6) Given the product [NH2:2][C@H:3]([C:16]([OH:17])=[O:20])[CH2:4][CH2:5][C:6](=[O:15])[O:7][CH2:8][C:9]1[CH:14]=[CH:13][CH:12]=[CH:11][CH:10]=1, predict the reactants needed to synthesize it. The reactants are: O[NH:2][C@H:3]([C:16](N)=[O:17])[CH2:4][CH2:5][C:6](=[O:15])[O:7][CH2:8][C:9]1[CH:14]=[CH:13][CH:12]=[CH:11][CH:10]=1.C(Cl)(Cl)=[O:20]. (7) Given the product [CH2:1]([C:8]1[CH:9]=[N:10][C:11]2[C:16]([C:17]=1[C:18]1[CH:19]=[C:20]([NH:24][CH2:35][C:34]3[CH:37]=[C:30]([Br:29])[CH:31]=[CH:32][C:33]=3[O:38][CH2:39][CH3:40])[CH:21]=[CH:22][CH:23]=1)=[CH:15][CH:14]=[CH:13][C:12]=2[C:25]([F:28])([F:26])[F:27])[C:2]1[CH:3]=[CH:4][CH:5]=[CH:6][CH:7]=1, predict the reactants needed to synthesize it. The reactants are: [CH2:1]([C:8]1[CH:9]=[N:10][C:11]2[C:16]([C:17]=1[C:18]1[CH:19]=[C:20]([NH2:24])[CH:21]=[CH:22][CH:23]=1)=[CH:15][CH:14]=[CH:13][C:12]=2[C:25]([F:28])([F:27])[F:26])[C:2]1[CH:7]=[CH:6][CH:5]=[CH:4][CH:3]=1.[Br:29][C:30]1[CH:31]=[CH:32][C:33]([O:38][CH2:39][CH3:40])=[C:34]([CH:37]=1)[CH:35]=O.